Dataset: TCR-epitope binding with 47,182 pairs between 192 epitopes and 23,139 TCRs. Task: Binary Classification. Given a T-cell receptor sequence (or CDR3 region) and an epitope sequence, predict whether binding occurs between them. (1) The epitope is YLNTLTLAV. The TCR CDR3 sequence is CASSFSTLEQYF. Result: 1 (the TCR binds to the epitope). (2) The epitope is YFPLQSYGF. The TCR CDR3 sequence is CASSEVGGGVTDTQYF. Result: 1 (the TCR binds to the epitope).